From a dataset of Catalyst prediction with 721,799 reactions and 888 catalyst types from USPTO. Predict which catalyst facilitates the given reaction. (1) The catalyst class is: 28. Product: [CH3:19][S:20]([NH:1][C:2]1[CH:11]=[CH:10][CH:9]=[CH:8][C:3]=1[C:4]([O:6][CH3:7])=[O:5])(=[O:22])=[O:21]. Reactant: [NH2:1][C:2]1[CH:11]=[CH:10][CH:9]=[CH:8][C:3]=1[C:4]([O:6][CH3:7])=[O:5].C(N(CC)CC)C.[CH3:19][S:20](Cl)(=[O:22])=[O:21]. (2) Reactant: [Cl:1][C:2]1[N:3]=[C:4](N)[C:5]2[CH:11]=[C:10]([O:12][C:13]3[CH:18]=[CH:17][C:16]([F:19])=[CH:15][C:14]=3[F:20])[N:9]=[CH:8][C:6]=2[N:7]=1.C(ON=O)(C)(C)C. Product: [Cl:1][C:2]1[N:3]=[CH:4][C:5]2[CH:11]=[C:10]([O:12][C:13]3[CH:18]=[CH:17][C:16]([F:19])=[CH:15][C:14]=3[F:20])[N:9]=[CH:8][C:6]=2[N:7]=1. The catalyst class is: 1. (3) Reactant: Cl.Cl.[NH:3]1[CH2:8][CH2:7][NH:6][CH2:5][CH:4]1[C:9]([OH:11])=[O:10].[C:12](=O)(O)[O-].[Na+].C[Si](C=[N+]=[N-])(C)C. Product: [NH:3]1[CH2:8][CH2:7][NH:6][CH2:5][CH:4]1[C:9]([O:11][CH3:12])=[O:10]. The catalyst class is: 100. (4) Reactant: [CH3:1][C:2]1[S:3][C:4]([C:9](=[O:19])[C:10]2[CH:15]=[CH:14][CH:13]=[CH:12][C:11]=2[N+:16]([O-])=O)=[C:5]([C:7]#[N:8])[N:6]=1.[Sn](Cl)[Cl:21]. Product: [ClH:21].[NH2:8][C:7]1[C:5]2[N:6]=[C:2]([CH3:1])[S:3][C:4]=2[C:9](=[O:19])[C:10]2[CH:15]=[CH:14][CH:13]=[CH:12][C:11]=2[N:16]=1. The catalyst class is: 89.